Predict the product of the given reaction. From a dataset of Forward reaction prediction with 1.9M reactions from USPTO patents (1976-2016). (1) Given the reactants [NH2:1][C@@H:2]([CH2:8][C:9]1[CH:14]=[CH:13][C:12]([C:15]2[CH:20]=[C:19]([O:21][C@H:22]([C:27]3[CH:32]=[CH:31][C:30]([Cl:33])=[CH:29][C:28]=3[N:34]3[CH:38]=[CH:37][C:36]([CH3:39])=[N:35]3)[C:23]([F:26])([F:25])[F:24])[N:18]=[C:17]([NH2:40])[N:16]=2)=[CH:11][CH:10]=1)[C:3]([O:5][CH2:6][CH3:7])=[O:4].[C:41]([OH:53])(=[O:52])[CH2:42][NH:43][C:44]([C:46]1[CH:51]=[CH:50][CH:49]=[CH:48][CH:47]=1)=[O:45], predict the reaction product. The product is: [C:41]([OH:53])(=[O:52])[CH2:42][NH:43][C:44]([C:46]1[CH:47]=[CH:48][CH:49]=[CH:50][CH:51]=1)=[O:45].[NH2:1][C@@H:2]([CH2:8][C:9]1[CH:10]=[CH:11][C:12]([C:15]2[CH:20]=[C:19]([O:21][C@H:22]([C:27]3[CH:32]=[CH:31][C:30]([Cl:33])=[CH:29][C:28]=3[N:34]3[CH:38]=[CH:37][C:36]([CH3:39])=[N:35]3)[C:23]([F:25])([F:26])[F:24])[N:18]=[C:17]([NH2:40])[N:16]=2)=[CH:13][CH:14]=1)[C:3]([O:5][CH2:6][CH3:7])=[O:4]. (2) Given the reactants [S:1]1[CH:5]=[CH:4][C:3]([CH2:6][N:7]2[CH2:12][CH2:11][NH:10][CH2:9][CH2:8]2)=[CH:2]1.Cl[C:14]1[CH:15]=[CH:16][C:17]2[N:18]([C:20]([C:23]([Cl:26])([F:25])[F:24])=[N:21][N:22]=2)[N:19]=1, predict the reaction product. The product is: [Cl:26][C:23]([F:24])([F:25])[C:20]1[N:18]2[N:19]=[C:14]([N:10]3[CH2:9][CH2:8][N:7]([CH2:6][C:3]4[CH:4]=[CH:5][S:1][CH:2]=4)[CH2:12][CH2:11]3)[CH:15]=[CH:16][C:17]2=[N:22][N:21]=1. (3) Given the reactants [NH2:1][C:2]1[CH:10]=[C:9]([O:11][CH3:12])[CH:8]=[C:7]([O:13][CH3:14])[C:3]=1[C:4]([NH2:6])=[O:5].[Cl:15][C:16]1[CH:21]=[C:20]([C:22]([N:24]([CH3:26])[CH3:25])=[O:23])[CH:19]=[CH:18][C:17]=1[C:27]1[CH:32]=[C:31]([CH:33]=O)[CH:30]=[CH:29][C:28]=1[O:35][CH3:36].OS([O-])=O.[Na+], predict the reaction product. The product is: [Cl:15][C:16]1[CH:21]=[C:20]([C:22]([N:24]([CH3:25])[CH3:26])=[O:23])[CH:19]=[CH:18][C:17]=1[C:27]1[CH:32]=[C:31]([C:33]2[NH:6][C:4](=[O:5])[C:3]3[C:2](=[CH:10][C:9]([O:11][CH3:12])=[CH:8][C:7]=3[O:13][CH3:14])[N:1]=2)[CH:30]=[CH:29][C:28]=1[O:35][CH3:36]. (4) Given the reactants [CH3:1][O:2][C:3]1[CH:8]=[CH:7][CH:6]=[CH:5][C:4]=1[S:9]([N:12]([CH3:33])[C:13]1[CH:14]=[CH:15][CH:16]=[C:17]2[C:21]=1[NH:20][C:19]([C:22]1[S:23][CH:24]([CH2:27][C:28]([O:30]CC)=[O:29])[CH2:25][N:26]=1)=[CH:18]2)(=[O:11])=[O:10].[OH-].[K+].C(O)(=O)CC(CC(O)=O)(C(O)=O)O, predict the reaction product. The product is: [CH3:1][O:2][C:3]1[CH:8]=[CH:7][CH:6]=[CH:5][C:4]=1[S:9]([N:12]([CH3:33])[C:13]1[CH:14]=[CH:15][CH:16]=[C:17]2[C:21]=1[NH:20][C:19]([C:22]1[S:23][CH:24]([CH2:27][C:28]([OH:30])=[O:29])[CH2:25][N:26]=1)=[CH:18]2)(=[O:10])=[O:11]. (5) Given the reactants Br[C:2]1[CH:16]=[CH:15][C:5]([O:6][CH2:7][CH2:8][N:9]2[CH2:14][CH2:13][O:12][CH2:11][CH2:10]2)=[CH:4][CH:3]=1.[CH3:17][C:18]1([CH3:32])[CH2:23][O:22][B:21]([B:21]2[O:22][CH2:23][C:18]([CH3:32])([CH3:17])[CH2:19][O:20]2)[O:20][CH2:19]1.CC([O-])=O.[K+].C(OCC)(=O)C, predict the reaction product. The product is: [CH3:17][C:18]1([CH3:32])[CH2:23][O:22][B:21]([C:2]2[CH:16]=[CH:15][C:5]([O:6][CH2:7][CH2:8][N:9]3[CH2:14][CH2:13][O:12][CH2:11][CH2:10]3)=[CH:4][CH:3]=2)[O:20][CH2:19]1. (6) Given the reactants C(=O)([O-])[O-].[K+].[K+].[CH:7]1([CH2:13][C@@H:14]([NH2:30])[CH2:15][N:16]2[CH2:21][CH2:20][CH:19]([C:22]3[CH:27]=[CH:26][CH:25]=[CH:24][C:23]=3[O:28][CH3:29])[CH2:18][CH2:17]2)[CH2:12][CH2:11][CH2:10][CH2:9][CH2:8]1.[CH3:31][C:32]([CH3:37])([CH3:36])[C:33]([Cl:35])=[O:34], predict the reaction product. The product is: [CH:7]1([CH2:13][C@@H:14]([NH:30][C:33](=[O:34])[C:32]([CH3:37])([CH3:36])[CH3:31])[CH2:15][N:16]2[CH2:17][CH2:18][CH:19]([C:22]3[CH:27]=[CH:26][CH:25]=[CH:24][C:23]=3[O:28][CH3:29])[CH2:20][CH2:21]2)[CH2:12][CH2:11][CH2:10][CH2:9][CH2:8]1.[ClH:35]. (7) Given the reactants [CH2:1]([O:8][C:9]1[CH:10]=[C:11]([CH2:18]O)[CH:12]=[CH:13][C:14]=1[N+:15]([O-:17])=[O:16])[C:2]1[CH:7]=[CH:6][CH:5]=[CH:4][CH:3]=1.C(N(CC)CC)C.CS(Cl)(=O)=O.[Br-:32].[Li+], predict the reaction product. The product is: [CH2:1]([O:8][C:9]1[CH:10]=[C:11]([CH2:18][Br:32])[CH:12]=[CH:13][C:14]=1[N+:15]([O-:17])=[O:16])[C:2]1[CH:7]=[CH:6][CH:5]=[CH:4][CH:3]=1. (8) Given the reactants Cl[CH2:2][C:3]([CH2:5]Cl)=O.[NH2:7][C:8]1[S:9][C:10](/[CH:13]=[CH:14]/[C:15]([O:17][CH2:18][CH3:19])=[O:16])=[CH:11][N:12]=1.[CH3:20][CH2:21][OH:22], predict the reaction product. The product is: [CH2:21]([O:22][CH2:5][C:3]1[N:7]=[C:8]2[N:12]([CH:2]=1)[CH:11]=[C:10](/[CH:13]=[CH:14]/[C:15]([O:17][CH2:18][CH3:19])=[O:16])[S:9]2)[CH3:20]. (9) Given the reactants [Cl:1][C:2]1[CH:3]=[C:4](B(O)O)[CH:5]=[CH:6][C:7]=1[F:8].[O:12]=[S:13]1(=[O:30])[CH2:18][CH2:17][N:16]2[CH2:19][CH2:20][CH2:21][C@@H:22]([C:23]3[CH:28]=[CH:27][C:26]([OH:29])=[CH:25][CH:24]=3)[C:15]2=[N:14]1.N1C=CC=CC=1.C(=O)([O-])[O-].[Cs+].[Cs+], predict the reaction product. The product is: [Cl:1][C:2]1[CH:3]=[C:4]([CH:5]=[CH:6][C:7]=1[F:8])[O:29][C:26]1[CH:25]=[CH:24][C:23]([C@H:22]2[CH:15]3[NH:14][S:13](=[O:30])(=[O:12])[CH2:18][CH2:17][N:16]3[CH2:19][CH2:20][CH2:21]2)=[CH:28][CH:27]=1.